Dataset: Peptide-MHC class II binding affinity with 134,281 pairs from IEDB. Task: Regression. Given a peptide amino acid sequence and an MHC pseudo amino acid sequence, predict their binding affinity value. This is MHC class II binding data. (1) The peptide sequence is TSSTPEAVSLLCSDK. The MHC is HLA-DPA10103-DPB10401 with pseudo-sequence HLA-DPA10103-DPB10401. The binding affinity (normalized) is 0. (2) The peptide sequence is CGFIKQKLALGGSIA. The MHC is DRB1_0101 with pseudo-sequence DRB1_0101. The binding affinity (normalized) is 0.884. (3) The peptide sequence is TPVNIIGRNLLTQIG. The MHC is DRB1_0301 with pseudo-sequence DRB1_0301. The binding affinity (normalized) is 0.259. (4) The peptide sequence is EEFCTLASRFLVEED. The MHC is DRB1_1302 with pseudo-sequence DRB1_1302. The binding affinity (normalized) is 0.404. (5) The MHC is DRB1_0405 with pseudo-sequence DRB1_0405. The peptide sequence is AQGPKATFEAMYLGT. The binding affinity (normalized) is 0.381. (6) The peptide sequence is LDYLRRMTVFLQGLM. The MHC is DRB1_0405 with pseudo-sequence DRB1_0405. The binding affinity (normalized) is 0.635. (7) The MHC is HLA-DQA10401-DQB10402 with pseudo-sequence HLA-DQA10401-DQB10402. The peptide sequence is PEVKYTVFETALKKAITAMS. The binding affinity (normalized) is 0.206. (8) The binding affinity (normalized) is 0.441. The MHC is H-2-IAb with pseudo-sequence H-2-IAb. The peptide sequence is TILIKKYNLNRAMML. (9) The peptide sequence is AIQQVRSLIGNEEFLDY. The MHC is DRB1_0401 with pseudo-sequence DRB1_0401. The binding affinity (normalized) is 0.770.